Dataset: Reaction yield outcomes from USPTO patents with 853,638 reactions. Task: Predict the reaction yield, written as a fraction of the theoretical maximum amount of product (1.0 means a 100% yield; for example, 0.34 means a 34% yield). The reactants are Br[C:2]1[CH:7]=[CH:6][C:5]([S:8][CH3:9])=[CH:4][N:3]=1.C1(P(C2C=CC=CC=2)CCCP(C2C=CC=CC=2)C2C=CC=CC=2)C=CC=CC=1.C(N(CC)CC)C.[CH2:46]([OH:48])[CH3:47].CN(C)[CH:51]=[O:52]. The catalyst is C([O-])(=O)C.[Pd+2].C([O-])(=O)C. The product is [CH3:9][S:8][C:5]1[CH:6]=[CH:7][C:2]([C:51]([O:48][CH2:46][CH3:47])=[O:52])=[N:3][CH:4]=1. The yield is 0.910.